Task: Predict the reaction yield, written as a fraction of the theoretical maximum amount of product (1.0 means a 100% yield; for example, 0.34 means a 34% yield).. Dataset: Reaction yield outcomes from USPTO patents with 853,638 reactions (1) The reactants are C([O:3][CH:4](OCC)[C:5]1[CH:36]=[CH:35][C:8]([CH2:9][N:10]([CH2:26][CH2:27][CH2:28][N:29]2[CH2:34][CH2:33][O:32][CH2:31][CH2:30]2)[C:11]([NH:13][C@H:14]([C:16]2[C:25]3[C:20](=[CH:21][CH:22]=[CH:23][CH:24]=3)[CH:19]=[CH:18][CH:17]=2)[CH3:15])=[O:12])=[CH:7][CH:6]=1)C.O.C(=O)(O)[O-].[Na+]. The catalyst is CC(O)=O. The product is [CH:4]([C:5]1[CH:36]=[CH:35][C:8]([CH2:9][N:10]([CH2:26][CH2:27][CH2:28][N:29]2[CH2:34][CH2:33][O:32][CH2:31][CH2:30]2)[C:11]([NH:13][C@H:14]([C:16]2[C:25]3[C:20](=[CH:21][CH:22]=[CH:23][CH:24]=3)[CH:19]=[CH:18][CH:17]=2)[CH3:15])=[O:12])=[CH:7][CH:6]=1)=[O:3]. The yield is 1.00. (2) The reactants are [Br:1][C:2]1[CH:3]=[C:4]([C:8](=O)[C:9]([C:14]2[CH:19]=[CH:18][N:17]=[CH:16][CH:15]=2)=[CH:10][N:11](C)C)[CH:5]=[CH:6][CH:7]=1.O.[NH2:22]N.C(OCC)C. The catalyst is C(O)C. The product is [Br:1][C:2]1[CH:3]=[C:4]([C:8]2[C:9]([C:14]3[CH:19]=[CH:18][N:17]=[CH:16][CH:15]=3)=[CH:10][NH:11][N:22]=2)[CH:5]=[CH:6][CH:7]=1. The yield is 1.00. (3) The reactants are [OH:1][C:2]1[CH:3]=[C:4]([CH:7]=[CH:8][C:9]=1[OH:10])[CH:5]=[O:6].[Na+].Cl[C:13]([F:18])([F:17])C([O-])=O.[OH-].[Na+].Cl. The catalyst is CN(C=O)C. The product is [F:17][CH:13]([F:18])[O:10][C:9]1[CH:8]=[CH:7][C:4]([CH:5]=[O:6])=[CH:3][C:2]=1[OH:1]. The yield is 0.240. (4) The reactants are [C:1]1([C:7](=[CH:11][C:12]2[CH:17]=[CH:16][C:15]([OH:18])=[C:14]([O:19][CH3:20])[CH:13]=2)C(O)=O)[CH:6]=[CH:5][CH:4]=[CH:3][CH:2]=1.C([O-])(O)=O.[Na+].CC1NC=CN=1. The catalyst is O. The product is [OH:18][C:15]1[CH:16]=[CH:17][C:12]([CH:11]=[CH:7][C:1]2[CH:2]=[CH:3][CH:4]=[CH:5][CH:6]=2)=[CH:13][C:14]=1[O:19][CH3:20]. The yield is 0.960.